Dataset: Catalyst prediction with 721,799 reactions and 888 catalyst types from USPTO. Task: Predict which catalyst facilitates the given reaction. (1) Reactant: [Si:1]([O:8][CH2:9][C:10]1([CH3:38])[S:16][CH2:15][CH2:14][N:13]2[C:17]([C:20]3([C:23]4[CH:28]=[CH:27][C:26](B5OC(C)(C)C(C)(C)O5)=[CH:25][CH:24]=4)[CH2:22][CH2:21]3)=[N:18][N:19]=[C:12]2[CH2:11]1)([C:4]([CH3:7])([CH3:6])[CH3:5])([CH3:3])[CH3:2].Cl[C:40]1[CH:45]=[CH:44][C:43]([C:46]([F:49])([F:48])[F:47])=[CH:42][N:41]=1.C(=O)([O-])[O-].[K+].[K+].C(=O)([O-])O.[Na+]. The catalyst class is: 437. Product: [Si:1]([O:8][CH2:9][C:10]1([CH3:38])[S:16][CH2:15][CH2:14][N:13]2[C:17]([C:20]3([C:23]4[CH:28]=[CH:27][C:26]([C:40]5[CH:45]=[CH:44][C:43]([C:46]([F:49])([F:48])[F:47])=[CH:42][N:41]=5)=[CH:25][CH:24]=4)[CH2:22][CH2:21]3)=[N:18][N:19]=[C:12]2[CH2:11]1)([C:4]([CH3:7])([CH3:6])[CH3:5])([CH3:2])[CH3:3]. (2) Reactant: [I:1][C:2]1[CH:12]=[CH:11][C:5]([CH:6]=[CH:7][C:8]([OH:10])=[O:9])=[CH:4][CH:3]=1.[N+](=[CH2:15])=[N-]. Product: [CH3:15][O:9][C:8](=[O:10])[CH:7]=[CH:6][C:5]1[CH:4]=[CH:3][C:2]([I:1])=[CH:12][CH:11]=1. The catalyst class is: 459. (3) Reactant: [NH3:1].CO.[Cl:4][C:5]1[CH:6]=[C:7]2[C:13]3([CH2:17][CH2:16][N:15]([C:18](=[O:24])[C:19]([O:21]CC)=O)[CH2:14]3)[CH2:12][N:11]([C:25](=[O:33])[NH:26][C:27]3[S:28][C:29]([Cl:32])=[CH:30][N:31]=3)[C:8]2=[CH:9][CH:10]=1. Product: [NH2:1][C:19](=[O:21])[C:18]([N:15]1[CH2:16][CH2:17][C:13]2([C:7]3[C:8](=[CH:9][CH:10]=[C:5]([Cl:4])[CH:6]=3)[N:11]([C:25]([NH:26][C:27]3[S:28][C:29]([Cl:32])=[CH:30][N:31]=3)=[O:33])[CH2:12]2)[CH2:14]1)=[O:24]. The catalyst class is: 7. (4) Reactant: [N:1]1[CH:6]=[CH:5][CH:4]=[CH:3][C:2]=1[CH3:7].C([Li])CCC.[C:13]([O:17][C:18](=[O:35])[NH:19][C@@H:20]([C:29](=[O:34])N(OC)C)[CH2:21][C:22]1[CH:27]=[CH:26][CH:25]=[CH:24][C:23]=1[F:28])([CH3:16])([CH3:15])[CH3:14].OS([O-])(=O)=O.[Na+]. Product: [C:13]([O:17][C:18](=[O:35])[NH:19][C@H:20]([CH2:21][C:22]1[CH:27]=[CH:26][CH:25]=[CH:24][C:23]=1[F:28])[C:29](=[O:34])[CH2:7][C:2]1[CH:3]=[CH:4][CH:5]=[CH:6][N:1]=1)([CH3:16])([CH3:14])[CH3:15]. The catalyst class is: 20. (5) Reactant: [CH2:1]([CH:4]1[O:6][CH:5]1[C:7]([OH:9])=O)[CH2:2][CH3:3].CN1CCOCC1.ClC(OCC(C)C)=O.[CH:25]1([NH2:28])[CH2:27][CH2:26]1.[OH-].[Na+]. Product: [CH:25]1([NH:28][C:7]([CH:5]2[CH:4]([CH2:1][CH2:2][CH3:3])[O:6]2)=[O:9])[CH2:27][CH2:26]1. The catalyst class is: 480. (6) Reactant: [CH3:1][C:2]1[N:7]=[CH:6][C:5]([CH:8]([NH:10][C:11](=[O:17])[O:12][C:13]([CH3:16])([CH3:15])[CH3:14])[CH3:9])=[CH:4][CH:3]=1.C([Li])(C)(C)C.[I:23]I. The catalyst class is: 1. Product: [I:23][C:4]1[CH:3]=[C:2]([CH3:1])[N:7]=[CH:6][C:5]=1[CH:8]([NH:10][C:11](=[O:17])[O:12][C:13]([CH3:16])([CH3:15])[CH3:14])[CH3:9].